The task is: Regression/Classification. Given a drug SMILES string, predict its absorption, distribution, metabolism, or excretion properties. Task type varies by dataset: regression for continuous measurements (e.g., permeability, clearance, half-life) or binary classification for categorical outcomes (e.g., BBB penetration, CYP inhibition). Dataset: pampa_ncats.. This data is from PAMPA (Parallel Artificial Membrane Permeability Assay) permeability data from NCATS. (1) The drug is CC1(C2=C(C3=CC=CC=C3C(=O)C2=O)NC1=O)C. The result is 1 (high permeability). (2) The molecule is CCOC(=O)N1CCN(CC1)C(=O)CN2C(=O)C3=C(S2)N=C(C=C3C)C. The result is 1 (high permeability). (3) The drug is CN(C)C1=C2C(=C(SC2=NC=C1)C(=O)N)N. The result is 1 (high permeability). (4) The molecule is CCN1CCN(CC1)C2=NC=C3CN(CCC3=N2)CC4=CC(=CS4)Br. The result is 1 (high permeability). (5) The molecule is CC1=CC=C(N1C2=CC=CC(=C2)C(=O)O)C. The result is 1 (high permeability).